This data is from Full USPTO retrosynthesis dataset with 1.9M reactions from patents (1976-2016). The task is: Predict the reactants needed to synthesize the given product. (1) Given the product [F:1][C:2]1[CH:28]=[CH:27][C:5]([O:6][C@@H:7]2[CH2:12][CH2:11][C@H:10]([CH2:13][NH:14][C:15](=[O:26])[C:16]3[CH:17]=[CH:18][C:19]([OH:22])=[CH:20][CH:21]=3)[CH2:9][CH2:8]2)=[CH:4][CH:3]=1, predict the reactants needed to synthesize it. The reactants are: [F:1][C:2]1[CH:28]=[CH:27][C:5]([O:6][C@@H:7]2[CH2:12][CH2:11][C@H:10]([CH2:13][NH:14][C:15](=[O:26])[C:16]3[CH:21]=[CH:20][C:19]([O:22]COC)=[CH:18][CH:17]=3)[CH2:9][CH2:8]2)=[CH:4][CH:3]=1.[K+].[Br-]. (2) The reactants are: [OH-].[Na+].[F:3][C:4]1[CH:5]=[C:6]([N:11]([CH3:35])[CH:12]([C:14]2[CH:15]=[C:16]([C:31]([O:33]C)=[O:32])[CH:17]=[C:18]3[C:23]=2[O:22][C:21]([N:24]2[CH2:29][CH2:28][O:27][CH2:26][CH2:25]2)=[CH:20][C:19]3=[O:30])[CH3:13])[CH:7]=[C:8]([F:10])[CH:9]=1.CO.Cl. Given the product [F:3][C:4]1[CH:5]=[C:6]([N:11]([CH3:35])[CH:12]([C:14]2[CH:15]=[C:16]([C:31]([OH:33])=[O:32])[CH:17]=[C:18]3[C:23]=2[O:22][C:21]([N:24]2[CH2:29][CH2:28][O:27][CH2:26][CH2:25]2)=[CH:20][C:19]3=[O:30])[CH3:13])[CH:7]=[C:8]([F:10])[CH:9]=1, predict the reactants needed to synthesize it. (3) Given the product [CH3:35][O:36][CH2:37][CH2:38][CH2:39][NH:40][C:3](=[O:34])[CH2:4][CH2:5][CH2:6][CH2:7][CH2:8][O:9][C:10]1[CH:11]=[CH:12][C:13]2[N:17]=[C:16]([S:18][CH2:19][C:20]3[CH:25]=[CH:24][CH:23]=[CH:22][CH:21]=3)[N:15]([C:26]3[CH:31]=[CH:30][C:29]([CH3:32])=[CH:28][CH:27]=3)[C:14]=2[CH:33]=1, predict the reactants needed to synthesize it. The reactants are: CO[C:3](=[O:34])[CH2:4][CH2:5][CH2:6][CH2:7][CH2:8][O:9][C:10]1[CH:11]=[CH:12][C:13]2[N:17]=[C:16]([S:18][CH2:19][C:20]3[CH:25]=[CH:24][CH:23]=[CH:22][CH:21]=3)[N:15]([C:26]3[CH:31]=[CH:30][C:29]([CH3:32])=[CH:28][CH:27]=3)[C:14]=2[CH:33]=1.[CH3:35][O:36][CH2:37][CH2:38][CH2:39][NH2:40]. (4) Given the product [F:36][C:37]([F:42])([F:41])[C:38]([OH:40])=[O:39].[F:35][C:32]1[CH:33]=[CH:34][C:29](/[CH:28]=[CH:27]/[C:23]2[CH:22]=[C:21]([C:16]3[NH:15][C:14]([N:11]4[CH2:12][CH2:13][NH:8][CH2:9][CH2:10]4)=[C:18]([C:19]#[N:20])[CH:17]=3)[CH:26]=[CH:25][N:24]=2)=[CH:30][CH:31]=1, predict the reactants needed to synthesize it. The reactants are: C(OC([N:8]1[CH2:13][CH2:12][N:11]([C:14]2[NH:15][C:16]([C:21]3[CH:26]=[CH:25][N:24]=[C:23](/[CH:27]=[CH:28]/[C:29]4[CH:34]=[CH:33][C:32]([F:35])=[CH:31][CH:30]=4)[CH:22]=3)=[CH:17][C:18]=2[C:19]#[N:20])[CH2:10][CH2:9]1)=O)(C)(C)C.[F:36][C:37]([F:42])([F:41])[C:38]([OH:40])=[O:39]. (5) Given the product [Cl:1][C:2]1[N:7]=[C:6]([C:8]2[S:12][C:11]([CH:13]([CH3:15])[CH3:14])=[N:10][C:9]=2[C:16]2[CH:17]=[CH:18][C:19]([F:23])=[C:20]([NH:22][S:31]([C:26]3[CH:27]=[CH:28][CH:29]=[CH:30][C:25]=3[F:24])(=[O:33])=[O:32])[CH:21]=2)[CH:5]=[CH:4][N:3]=1, predict the reactants needed to synthesize it. The reactants are: [Cl:1][C:2]1[N:7]=[C:6]([C:8]2[S:12][C:11]([CH:13]([CH3:15])[CH3:14])=[N:10][C:9]=2[C:16]2[CH:17]=[CH:18][C:19]([F:23])=[C:20]([NH2:22])[CH:21]=2)[CH:5]=[CH:4][N:3]=1.[F:24][C:25]1[CH:30]=[CH:29][CH:28]=[CH:27][C:26]=1[S:31](Cl)(=[O:33])=[O:32].C(Cl)Cl.N1C=CC=CC=1. (6) Given the product [Cl:1][C:2]1[CH:3]=[C:4]([C:9]2[N:20]=[N:19][C:21]([S:23][CH3:24])=[N:22][C:10]=2[OH:12])[CH:5]=[C:6]([Cl:8])[CH:7]=1, predict the reactants needed to synthesize it. The reactants are: [Cl:1][C:2]1[CH:3]=[C:4]([C:9](=O)[C:10]([OH:12])=O)[CH:5]=[C:6]([Cl:8])[CH:7]=1.S(=O)(=O)(O)O.[NH:19]([C:21]([S:23][CH3:24])=[NH:22])[NH2:20]. (7) The reactants are: [C@H:1]12[CH2:8][CH2:7][CH2:6][C@H:5]1[CH2:4][NH:3][C@@H:2]2[CH2:9][NH:10][C:11]([C:13]1[N:20]2[C:16]([S:17][CH:18]=[CH:19]2)=[N:15][C:14]=1[CH3:21])=[O:12].[CH3:22][O:23][C:24]1[CH:25]=[C:26]([C:30]2[S:34][C:33]([CH3:35])=[N:32][C:31]=2[C:36](O)=[O:37])[CH:27]=[CH:28][CH:29]=1. Given the product [CH3:22][O:23][C:24]1[CH:25]=[C:26]([C:30]2[S:34][C:33]([CH3:35])=[N:32][C:31]=2[C:36]([N:3]2[CH2:4][C@H:5]3[C@H:1]([CH2:8][CH2:7][CH2:6]3)[C@H:2]2[CH2:9][NH:10][C:11]([C:13]2[N:20]3[C:16]([S:17][CH:18]=[CH:19]3)=[N:15][C:14]=2[CH3:21])=[O:12])=[O:37])[CH:27]=[CH:28][CH:29]=1, predict the reactants needed to synthesize it. (8) Given the product [N:1]1[CH:6]=[CH:5][CH:4]=[CH:3][C:2]=1[C:7]1[CH:14]=[CH:13][C:10](/[CH:11]=[CH:21]/[CH:17]=[O:16])=[CH:9][CH:8]=1, predict the reactants needed to synthesize it. The reactants are: [N:1]1[CH:6]=[CH:5][CH:4]=[CH:3][C:2]=1[C:7]1[CH:14]=[CH:13][C:10]([CH:11]=O)=[CH:9][CH:8]=1.[Br-].[O:16]1CCO[CH:17]1[CH2:21][P+](C1C=CC=CC=1)(C1C=CC=CC=1)C1C=CC=CC=1.COCCOCCN(CCOCCOC)CCOCCOC. (9) Given the product [ClH:1].[Cl:1][C:2]1[CH:3]=[C:4]2[C:9](=[CH:10][CH:11]=1)[CH:8]=[C:7]([S:12]([N:15]1[CH2:16][CH2:17][N:18]([C:21](=[O:36])[C:22]3[CH:23]=[CH:24][C:25]([C:28]4[CH:33]=[CH:32][N:31]=[C:30]([CH2:34][N:39]([CH3:40])[CH3:38])[CH:29]=4)=[CH:26][CH:27]=3)[CH2:19][CH2:20]1)(=[O:13])=[O:14])[CH:6]=[CH:5]2, predict the reactants needed to synthesize it. The reactants are: [Cl:1][C:2]1[CH:3]=[C:4]2[C:9](=[CH:10][CH:11]=1)[CH:8]=[C:7]([S:12]([N:15]1[CH2:20][CH2:19][N:18]([C:21](=[O:36])[C:22]3[CH:27]=[CH:26][C:25]([C:28]4[CH:33]=[CH:32][N:31]=[C:30]([CH2:34]O)[CH:29]=4)=[CH:24][CH:23]=3)[CH2:17][CH2:16]1)(=[O:14])=[O:13])[CH:6]=[CH:5]2.Cl.[CH3:38][NH:39][CH3:40].C(=O)([O-])[O-].[K+].[K+]. (10) The reactants are: [C:1]1([NH:7][NH:8][C:9]([NH2:11])=[S:10])[CH:6]=[CH:5][CH:4]=[CH:3][CH:2]=1.Br[CH2:13][C:14]([C:16]1[CH:25]=[CH:24][C:23]2[NH:22][C:21](=[O:26])[C:20]3[NH:27][CH:28]=[CH:29][C:19]=3[C:18]=2[CH:17]=1)=O.[CH2:30]([C:32]([O-:34])=[O:33])[CH3:31]. Given the product [O:26]=[C:21]1[C:20]2[NH:27][CH:28]=[CH:29][C:19]=2[C:18]2[CH:17]=[C:16]([C:14]3[N:11]=[C:9]([NH:8][NH:7][C:1]4[CH:2]=[CH:3][CH:4]=[CH:5][CH:6]=4)[S:10][CH:13]=3)[CH:25]=[CH:24][C:23]=2[NH:22]1.[CH2:30]([C:32]([O-:34])=[O:33])[CH3:31], predict the reactants needed to synthesize it.